Regression. Given a peptide amino acid sequence and an MHC pseudo amino acid sequence, predict their binding affinity value. This is MHC class I binding data. From a dataset of Peptide-MHC class I binding affinity with 185,985 pairs from IEDB/IMGT. (1) The MHC is HLA-A11:01 with pseudo-sequence HLA-A11:01. The binding affinity (normalized) is 0.314. The peptide sequence is FLILPQAKK. (2) The peptide sequence is QEKNMYELQ. The MHC is HLA-B27:05 with pseudo-sequence HLA-B27:05. The binding affinity (normalized) is 0.214. (3) The peptide sequence is YTNVVPLVY. The MHC is HLA-B46:01 with pseudo-sequence HLA-B46:01. The binding affinity (normalized) is 0.969. (4) The MHC is Mamu-A01 with pseudo-sequence Mamu-A01. The peptide sequence is DTCYAVFFPL. The binding affinity (normalized) is 0.313. (5) The peptide sequence is AAILKQHKL. The MHC is HLA-B15:09 with pseudo-sequence HLA-B15:09. The binding affinity (normalized) is 0.0847. (6) The peptide sequence is FLAPLPIHTA. The MHC is HLA-A31:01 with pseudo-sequence HLA-A31:01. The binding affinity (normalized) is 0.